Dataset: Reaction yield outcomes from USPTO patents with 853,638 reactions. Task: Predict the reaction yield, written as a fraction of the theoretical maximum amount of product (1.0 means a 100% yield; for example, 0.34 means a 34% yield). (1) The reactants are [F:1][C:2]1[CH:7]=[CH:6][CH:5]=[C:4]([F:8])[C:3]=1[N:9]1[C:14]2[N:15]=[C:16]([N:29]3[CH2:34][CH2:33][CH:32]([N:35]4[CH2:40][CH2:39][CH:38]([CH3:41])[CH2:37][CH2:36]4)[CH2:31][CH2:30]3)[N:17]=[C:18]([C:19]3[CH:20]=[C:21]([CH:25]=[CH:26][C:27]=3[CH3:28])[C:22](O)=[O:23])[C:13]=2[CH:12]=[CH:11][C:10]1=[O:42].CN(C(ON1N=NC2C=CC=CC1=2)=[N+](C)C)C.F[P-](F)(F)(F)(F)F.C(N(CC)CC)C.[F:74][C:75]1[CH:81]=[CH:80][C:78]([NH2:79])=[CH:77][CH:76]=1. The catalyst is CN(C=O)C. The product is [F:8][C:4]1[CH:5]=[CH:6][CH:7]=[C:2]([F:1])[C:3]=1[N:9]1[C:14]2[N:15]=[C:16]([N:29]3[CH2:34][CH2:33][CH:32]([N:35]4[CH2:36][CH2:37][CH:38]([CH3:41])[CH2:39][CH2:40]4)[CH2:31][CH2:30]3)[N:17]=[C:18]([C:19]3[CH:20]=[C:21]([CH:25]=[CH:26][C:27]=3[CH3:28])[C:22]([NH:79][C:78]3[CH:80]=[CH:81][C:75]([F:74])=[CH:76][CH:77]=3)=[O:23])[C:13]=2[CH:12]=[CH:11][C:10]1=[O:42]. The yield is 0.720. (2) The reactants are [CH3:1][O:2][C:3]([NH:5][C@H:6]([C:10]([N:12]1[CH2:16][CH2:15][CH2:14][C@@H:13]1[C:17]1[NH:18][C:19]([C:22]2[CH:23]=[CH:24][C:25]3[C:54]4[C:30](=[C:31]5[C:51](=[CH:52][CH:53]=4)[C:35]4[N:36]=[C:37]([C@@H:39]6[CH2:43][CH2:42][CH2:41][N:40]6C(OC(C)(C)C)=O)[NH:38][C:34]=4[CH:33]=[CH:32]5)[O:29][CH2:28][C:26]=3[CH:27]=2)=[CH:20][N:21]=1)=[O:11])[CH:7]([CH3:9])[CH3:8])=[O:4].Cl.[CH3:56][O:57][C:58]([NH:60][C@H:61]([C:65]1[CH:70]=[CH:69][CH:68]=[CH:67][CH:66]=1)[C:62]([OH:64])=O)=[O:59].CCOC(C(C#N)=NOC(N1CCOCC1)=[N+](C)C)=O.F[P-](F)(F)(F)(F)F.C(N(C(C)C)CC)(C)C. The catalyst is C(#N)C.CO.[OH-].[Na+].C(OCC)(=O)C.C(O)C. The product is [CH3:56][O:57][C:58]([NH:60][C@H:61]([C:65]1[CH:70]=[CH:69][CH:68]=[CH:67][CH:66]=1)[C:62]([N:40]1[CH2:41][CH2:42][CH2:43][C@H:39]1[C:37]1[NH:38][C:34]2[CH:33]=[CH:32][C:31]3[C:51](=[CH:52][CH:53]=[C:54]4[C:25]5[CH:24]=[CH:23][C:22]([C:19]6[NH:18][C:17]([C@H:13]7[CH2:14][CH2:15][CH2:16][N:12]7[C:10](=[O:11])[C@@H:6]([NH:5][C:3](=[O:4])[O:2][CH3:1])[CH:7]([CH3:9])[CH3:8])=[N:21][CH:20]=6)=[CH:27][C:26]=5[CH2:28][O:29][C:30]4=3)[C:35]=2[N:36]=1)=[O:64])=[O:59]. The yield is 0.510. (3) The reactants are [CH2:1]([O:3][C:4](=[O:11])[C:5]1[CH:10]=[CH:9][N:8]=[CH:7][CH:6]=1)[CH3:2].[CH3:12][I:13]. The catalyst is C(O)C. The product is [I-:13].[CH2:1]([O:3][C:4]([C:5]1[CH:6]=[CH:7][N+:8]([CH3:12])=[CH:9][CH:10]=1)=[O:11])[CH3:2]. The yield is 1.00. (4) The reactants are [F:1][C:2]1[CH:9]=[C:8]([O:10]C)[CH:7]=[CH:6][C:3]=1[CH:4]=[O:5].[I-].[K+].[Cl-].[Cl-].[Cl-].[Al+3]. The catalyst is C1(C)C=CC=CC=1.O. The product is [F:1][C:2]1[CH:9]=[C:8]([OH:10])[CH:7]=[CH:6][C:3]=1[CH:4]=[O:5]. The yield is 0.290. (5) The reactants are [C:1]([C:5]1[C:10]([N+:11]([O-:13])=[O:12])=[CH:9][C:8]([NH:14][C:15]#[C:16][Si](C)(C)C)=[CH:7][CH:6]=1)([CH3:4])([CH3:3])[CH3:2]. The catalyst is CN(C=O)C.[Cu]I. The product is [C:1]([C:5]1[CH:6]=[C:7]2[C:8](=[CH:9][C:10]=1[N+:11]([O-:13])=[O:12])[NH:14][CH:15]=[CH:16]2)([CH3:4])([CH3:3])[CH3:2]. The yield is 0.690.